From a dataset of Forward reaction prediction with 1.9M reactions from USPTO patents (1976-2016). Predict the product of the given reaction. (1) Given the reactants [OH:1][CH:2]1[CH2:7][CH2:6][N:5]([C:8](=[O:19])[CH2:9][O:10][C:11]2[C:12](=[O:18])[N:13]([CH3:17])[N:14]=[CH:15][CH:16]=2)[CH2:4][CH2:3]1.[F:20][C:21]([F:31])([F:30])[O:22][C:23]1[CH:28]=[CH:27][CH:26]=[CH:25][C:24]=1O, predict the reaction product. The product is: [CH3:17][N:13]1[C:12](=[O:18])[C:11]([O:10][CH2:9][C:8](=[O:19])[N:5]2[CH2:4][CH2:3][CH:2]([O:1][C:24]3[CH:25]=[CH:26][CH:27]=[CH:28][C:23]=3[O:22][C:21]([F:20])([F:31])[F:30])[CH2:7][CH2:6]2)=[CH:16][CH:15]=[N:14]1. (2) Given the reactants [CH3:1][N:2]([CH3:14])[C:3](=[C:9]([C:12]#N)[C:10]#[N:11])[CH:4]=[CH:5][N:6](C)C.[ClH:15], predict the reaction product. The product is: [CH3:14][N:2]([CH3:1])[C:3]1[CH:4]=[CH:5][N:6]=[C:12]([Cl:15])[C:9]=1[C:10]#[N:11]. (3) Given the reactants [CH3:1][CH:2]([CH3:13])[C:3]([NH:5][C:6]1[CH:7]=[N:8][CH:9]=[CH:10][C:11]=1I)=[O:4].[C:14](=O)([O-])[O-].[Na+].[Na+].[Cl:20][C:21]1[CH:26]=[CH:25][CH:24]=[CH:23][C:22]=1B(O)O, predict the reaction product. The product is: [Cl:20][C:21]1[CH:26]=[CH:25][CH:24]=[CH:23][C:22]=1[C:11]1[CH:10]=[CH:9][N:8]=[CH:7][C:6]=1[NH:5][C:3](=[O:4])[C:2]([CH3:13])([CH3:14])[CH3:1]. (4) Given the reactants [O:1]1CCO[CH:2]1[C:6]1[S:7][C:8]([C:11]([OH:13])=[O:12])=[CH:9][N:10]=1, predict the reaction product. The product is: [CH:2]([C:6]1[S:7][C:8]([C:11]([OH:13])=[O:12])=[CH:9][N:10]=1)=[O:1]. (5) The product is: [CH2:1]([O:8][C:9]1[C:17]([Br:18])=[CH:16][C:12]([C:13]([Cl:23])=[O:14])=[C:11]([CH3:19])[CH:10]=1)[C:2]1[CH:7]=[CH:6][CH:5]=[CH:4][CH:3]=1. Given the reactants [CH2:1]([O:8][C:9]1[C:17]([Br:18])=[CH:16][C:12]([C:13](O)=[O:14])=[C:11]([CH3:19])[CH:10]=1)[C:2]1[CH:7]=[CH:6][CH:5]=[CH:4][CH:3]=1.C(Cl)(=O)C([Cl:23])=O, predict the reaction product. (6) Given the reactants [F:1][C:2]1[CH:3]=[C:4]([CH:9]=[CH:10][C:11]=1[OH:12])[C:5](OC)=O.[OH2:13].[NH2:14][NH2:15].[CH2:16](O)[CH3:17], predict the reaction product. The product is: [F:1][C:2]1[CH:3]=[C:4]([C:5]2[O:13][C:16]([CH3:17])=[N:14][N:15]=2)[CH:9]=[CH:10][C:11]=1[OH:12].